From a dataset of Forward reaction prediction with 1.9M reactions from USPTO patents (1976-2016). Predict the product of the given reaction. Given the reactants [N+:1]([C:4]1[N:5]=[CH:6][NH:7][CH:8]=1)([O-])=O.Br[CH2:10][CH2:11][OH:12], predict the reaction product. The product is: [NH2:1][C:4]1[N:5]=[CH:6][N:7]([CH2:10][CH2:11][OH:12])[CH:8]=1.